From a dataset of Reaction yield outcomes from USPTO patents with 853,638 reactions. Predict the reaction yield, written as a fraction of the theoretical maximum amount of product (1.0 means a 100% yield; for example, 0.34 means a 34% yield). (1) The reactants are [O:1]=[C:2]1[NH:6][C@H:5]([C:7]([NH2:9])=[O:8])[CH2:4][CH2:3]1.C(N(CC)CC)C.[CH3:17][C:18]([O:21][C:22](O[C:22]([O:21][C:18]([CH3:20])([CH3:19])[CH3:17])=[O:23])=[O:23])([CH3:20])[CH3:19]. The catalyst is CN(C)C=O.CN(C1C=CN=CC=1)C. The product is [C:7]([C@@H:5]1[CH2:4][CH2:3][C:2](=[O:1])[N:6]1[C:22]([O:21][C:18]([CH3:20])([CH3:19])[CH3:17])=[O:23])(=[O:8])[NH2:9]. The yield is 0.820. (2) The reactants are Cl[C:2]1[C:3]([CH:8]2[CH2:11][N:10]([C:12]3[CH:21]=[CH:20][C:19]4[C:14](=[CH:15][CH:16]=[CH:17][CH:18]=4)[N:13]=3)[CH2:9]2)=[N:4][CH:5]=[CH:6][N:7]=1.[F:22][C:23]1[CH:24]=[C:25](B(O)O)[CH:26]=[CH:27][C:28]=1[C:29](=[O:32])[NH:30][CH3:31].P([O-])([O-])([O-])=O.[K+].[K+].[K+].O. The catalyst is CC(P(C(C)(C)C)C1C=CC(N(C)C)=CC=1)(C)C.CC(P(C(C)(C)C)C1C=CC(N(C)C)=CC=1)(C)C.Cl[Pd]Cl.O1CCOCC1. The product is [F:22][C:23]1[CH:24]=[C:25]([C:2]2[C:3]([CH:8]3[CH2:11][N:10]([C:12]4[CH:21]=[CH:20][C:19]5[C:14](=[CH:15][CH:16]=[CH:17][CH:18]=5)[N:13]=4)[CH2:9]3)=[N:4][CH:5]=[CH:6][N:7]=2)[CH:26]=[CH:27][C:28]=1[C:29]([NH:30][CH3:31])=[O:32]. The yield is 0.730. (3) The reactants are O[C:2]1([C:18]([O:20][CH2:21][CH3:22])=[O:19])[CH2:10][C:9]2[C:4](=[N:5][CH:6]=[CH:7][CH:8]=2)[N:3]1C(OC(C)(C)C)=O.Cl. The catalyst is C(O)C. The product is [NH:3]1[C:4]2[C:9](=[CH:8][CH:7]=[CH:6][N:5]=2)[CH:10]=[C:2]1[C:18]([O:20][CH2:21][CH3:22])=[O:19]. The yield is 0.700. (4) The reactants are [CH2:1]([O:3][C:4]1[CH:11]=[CH:10][C:9]([OH:12])=[CH:8][C:5]=1[CH:6]=[O:7])[CH3:2].[CH2:13](Br)[C:14]1[CH:19]=[CH:18][CH:17]=[CH:16][CH:15]=1.C(=O)([O-])[O-].[K+].[K+].CN(C)C=O. The yield is 0.880. The product is [CH2:13]([O:12][C:9]1[CH:10]=[CH:11][C:4]([O:3][CH2:1][CH3:2])=[C:5]([CH:8]=1)[CH:6]=[O:7])[C:14]1[CH:19]=[CH:18][CH:17]=[CH:16][CH:15]=1. The catalyst is O. (5) The reactants are [CH2:1]([C:5]1[N:10]2[N:11]=[CH:12][CH:13]=[C:9]2[N:8]([C@H:14]2[CH2:19][CH2:18][C@H:17]([OH:20])[CH2:16][CH2:15]2)[C:7](=[O:21])[C:6]=1[CH2:22][C:23]1[CH:24]=[CH:25][C:26]([C:29]2[CH:36]=[CH:35][CH:34]=[CH:33][C:30]=2[C:31]#[N:32])=[N:27][CH:28]=1)[CH2:2][CH2:3][CH3:4].[N+](=[CH:39][C:40]([O:42][CH2:43][CH3:44])=[O:41])=[N-].C(OCC)(=O)C.O. The catalyst is C1(C)C=CC=CC=1.C([O-])(=O)C.[Rh+3].C([O-])(=O)C.C([O-])(=O)C. The product is [CH2:43]([O:42][C:40](=[O:41])[CH2:39][O:20][C@H:17]1[CH2:18][CH2:19][C@H:14]([N:8]2[C:7](=[O:21])[C:6]([CH2:22][C:23]3[CH:28]=[N:27][C:26]([C:29]4[CH:36]=[CH:35][CH:34]=[CH:33][C:30]=4[C:31]#[N:32])=[CH:25][CH:24]=3)=[C:5]([CH2:1][CH2:2][CH2:3][CH3:4])[N:10]3[N:11]=[CH:12][CH:13]=[C:9]23)[CH2:15][CH2:16]1)[CH3:44]. The yield is 0.470. (6) The reactants are [OH:1][C:2]1[C:10]([CH:11]=[O:12])=[C:9]2[C:5]([CH:6]=[N:7][NH:8]2)=[CH:4][CH:3]=1.[Cl-].Cl[CH2:15][C:16]1[C:17]([C:22]2[N:26]([CH:27]([CH3:29])[CH3:28])[N:25]=[CH:24][CH:23]=2)=[NH+:18][CH:19]=[CH:20][CH:21]=1.C(=O)([O-])[O-].[K+].[K+].C(OCC)(=O)C. The catalyst is CN(C)C=O.O. The product is [CH:27]([N:26]1[C:22]([C:17]2[C:16]([CH2:15][O:1][C:2]3[C:10]([CH:11]=[O:12])=[C:9]4[C:5]([CH:6]=[N:7][NH:8]4)=[CH:4][CH:3]=3)=[CH:21][CH:20]=[CH:19][N:18]=2)=[CH:23][CH:24]=[N:25]1)([CH3:29])[CH3:28]. The yield is 0.510.